Predict which catalyst facilitates the given reaction. From a dataset of Catalyst prediction with 721,799 reactions and 888 catalyst types from USPTO. (1) Reactant: [C:1]([C:3]([C:6]1[CH:7]=[C:8]([CH:12]=[CH:13][CH:14]=1)[C:9]([OH:11])=[O:10])([CH3:5])[CH3:4])#N.[H-].C([Al+]CC(C)C)C(C)C.CCCCCC.Cl.C(OCC)(=[O:34])C. Product: [CH3:5][C:3]([C:6]1[CH:7]=[C:8]([CH:12]=[CH:13][CH:14]=1)[C:9]([OH:11])=[O:10])([CH3:4])[CH:1]=[O:34]. The catalyst class is: 359. (2) Reactant: [NH:1]1[CH2:7][CH2:6][CH2:5][C@@H:2]1[CH2:3][OH:4].S(O[CH2:13][CH2:14][C:15]1[CH:20]=[CH:19][C:18]([N:21]2[CH2:25][CH2:24][CH2:23][CH2:22]2)=[CH:17][CH:16]=1)(=O)(=O)C.C(=O)([O-])[O-].[Na+].[Na+]. Product: [OH:4][CH2:3][C@H:2]1[CH2:5][CH2:6][CH2:7][N:1]1[CH2:13][CH2:14][C:15]1[CH:20]=[CH:19][C:18]([N:21]2[CH2:25][CH2:24][CH2:23][CH2:22]2)=[CH:17][CH:16]=1. The catalyst class is: 10. (3) Reactant: Br[C:2]1[C:3]([C:18]#[N:19])=[CH:4][C:5]([F:17])=[C:6]([NH:8][C@H:9]([CH2:13][CH:14]([CH3:16])[CH3:15])[C:10]([NH2:12])=[O:11])[CH:7]=1.Cl.[NH2:21][C:22]1[S:26][N:25]=[C:24]([CH3:27])[CH:23]=1.C1C=CC(P(C2C(C3C(P(C4C=CC=CC=4)C4C=CC=CC=4)=CC=C4C=3C=CC=C4)=C3C(C=CC=C3)=CC=2)C2C=CC=CC=2)=CC=1.C([O-])([O-])=O.[K+].[K+]. Product: [C:18]([C:3]1[C:2]([NH:21][C:22]2[S:26][N:25]=[C:24]([CH3:27])[CH:23]=2)=[CH:7][C:6]([NH:8][C@H:9]([CH2:13][CH:14]([CH3:16])[CH3:15])[C:10]([NH2:12])=[O:11])=[C:5]([F:17])[CH:4]=1)#[N:19]. The catalyst class is: 231. (4) Reactant: [N+:1]([C:4]1[C:13]2[C:8](=[CH:9][CH:10]=[CH:11][CH:12]=2)[N+:7]([O-])=[CH:6][CH:5]=1)([O-:3])=[O:2].P(Br)(Br)([Br:17])=O.[OH-].[Na+]. Product: [Br:17][C:6]1[CH:5]=[C:4]([N+:1]([O-:3])=[O:2])[C:13]2[C:8](=[CH:9][CH:10]=[CH:11][CH:12]=2)[N:7]=1. The catalyst class is: 373. (5) Reactant: [CH3:1][O:2][C:3](=[O:20])[CH2:4]/[N:5]=[CH:6]/[CH2:7][C:8]([CH3:19])([CH3:18])[CH2:9][C:10]1[CH:15]=[CH:14][C:13]([O:16][CH3:17])=[CH:12][CH:11]=1.[Cl:21][C:22]1[C:23]([F:40])=[C:24](/[CH:28]=[C:29](/[C:32]2[CH:37]=[CH:36][C:35]([Cl:38])=[CH:34][C:33]=2[F:39])\[C:30]#[N:31])[CH:25]=[CH:26][CH:27]=1.C(N(CC)CC)C. Product: [CH3:1][O:2][C:3]([CH:4]1[CH:28]([C:24]2[CH:25]=[CH:26][CH:27]=[C:22]([Cl:21])[C:23]=2[F:40])[C:29]([C:32]2[CH:37]=[CH:36][C:35]([Cl:38])=[CH:34][C:33]=2[F:39])([C:30]#[N:31])[CH:6]([CH2:7][C:8]([CH3:18])([CH3:19])[CH2:9][C:10]2[CH:15]=[CH:14][C:13]([O:16][CH3:17])=[CH:12][CH:11]=2)[NH:5]1)=[O:20]. The catalyst class is: 4. (6) Reactant: C(OC(=O)C([N:7]([C:13]([O:15][C:16]([CH3:19])([CH3:18])[CH3:17])=[O:14])[CH:8]1[CH2:12][CH:11]=[CH:10][CH2:9]1)=O)C.[Li+].[OH-]. Product: [C:16]([O:15][C:13](=[O:14])[NH:7][CH:8]1[CH2:9][CH:10]=[CH:11][CH2:12]1)([CH3:19])([CH3:17])[CH3:18]. The catalyst class is: 20. (7) Reactant: C(S([O-])=O)O.[Na+].[C:7](#[N:10])[CH:8]=[CH2:9].[CH2:11]=[CH:12][C:13]1[CH:18]=[CH:17][CH:16]=[CH:15][CH:14]=1.C(OO)(C)(C)C.C(ON(OC(=O)C)CCN(OC(=O)C)OC(=O)C)(=O)C.[Na].[Na]. Product: [CH2:9]=[CH:8][C:7]#[N:10].[CH2:11]=[CH:12][C:13]1[CH:18]=[CH:17][CH:16]=[CH:15][CH:14]=1. The catalyst class is: 6. (8) Reactant: [CH3:1][O:2][N:3]=[C:4]1[C:10]2[CH:11]=[C:12]([I:15])[CH:13]=[CH:14][C:9]=2[CH2:8][CH2:7][CH2:6][CH2:5]1.C([BH3-])#N.[Na+]. Product: [I:15][C:12]1[CH:13]=[CH:14][C:9]2[CH2:8][CH2:7][CH2:6][CH2:5][CH:4]([NH:3][O:2][CH3:1])[C:10]=2[CH:11]=1. The catalyst class is: 15. (9) Reactant: [NH:1]([C:3]1[CH:8]=[CH:7][CH:6]=[CH:5][N:4]=1)[NH2:2].CCN([CH2:14][CH3:15])CC.C([CH:18]([C:22](Cl)=[O:23])[C:19](Cl)=[O:20])C.C1C[O:28]CC1. Product: [N:4]1[CH:5]=[CH:6][CH:7]=[CH:8][C:3]=1[NH:1][NH:2][C:22]([CH2:18][C:19]([O:20][CH2:14][CH3:15])=[O:28])=[O:23]. The catalyst class is: 6.